This data is from Reaction yield outcomes from USPTO patents with 853,638 reactions. The task is: Predict the reaction yield, written as a fraction of the theoretical maximum amount of product (1.0 means a 100% yield; for example, 0.34 means a 34% yield). (1) The reactants are [N:1]([CH:4]1[CH2:9][O:8][CH2:7][CH:6]([NH:10][C:11](=[O:17])[O:12][C:13]([CH3:16])([CH3:15])[CH3:14])[CH2:5]1)=[N+]=[N-]. The catalyst is C(OCC)(=O)C.[Pd]. The product is [NH2:1][CH:4]1[CH2:9][O:8][CH2:7][CH:6]([NH:10][C:11](=[O:17])[O:12][C:13]([CH3:15])([CH3:14])[CH3:16])[CH2:5]1. The yield is 0.210. (2) The reactants are [CH3:1][C:2]([CH3:22])([CH3:21])[CH2:3][C:4]([NH:6][C:7]1[C:8]([CH3:20])=[CH:9][C:10]2[O:14][C:13]([CH3:16])([CH3:15])[C:12](=[O:17])[C:11]=2[C:18]=1[CH3:19])=[O:5]. The catalyst is C1COCC1.CCCCCC. The product is [CH3:1][C:2]([CH3:22])([CH3:21])[CH2:3][C:4]([NH:6][C:7]1[C:8]([CH3:20])=[CH:9][C:10]2[O:14][C:13]([CH3:15])([CH3:16])[CH:12]([OH:17])[C:11]=2[C:18]=1[CH3:19])=[O:5]. The yield is 0.820. (3) The reactants are [Cl-].O[NH3+:3].[C:4](=[O:7])([O-])[OH:5].[Na+].CS(C)=O.[CH3:13][C:14]1([CH3:50])[CH2:18][C:17]2[CH:19]=[C:20]([N:23]3[C:28](=[O:29])[C:27]([CH2:30][C:31]4[CH:36]=[CH:35][C:34]([C:37]5[C:38]([C:43]#[N:44])=[CH:39][CH:40]=[CH:41][CH:42]=5)=[C:33]([F:45])[CH:32]=4)=[C:26]([CH2:46][CH2:47][CH3:48])[N:25]=[C:24]3[CH3:49])[CH:21]=[CH:22][C:16]=2[O:15]1. The catalyst is C(OCC)(=O)C. The yield is 0.550. The product is [CH3:13][C:14]1([CH3:50])[CH2:18][C:17]2[CH:19]=[C:20]([N:23]3[C:28](=[O:29])[C:27]([CH2:30][C:31]4[CH:36]=[CH:35][C:34]([C:37]5[CH:42]=[CH:41][CH:40]=[CH:39][C:38]=5[C:43]5[NH:3][C:4](=[O:7])[O:5][N:44]=5)=[C:33]([F:45])[CH:32]=4)=[C:26]([CH2:46][CH2:47][CH3:48])[N:25]=[C:24]3[CH3:49])[CH:21]=[CH:22][C:16]=2[O:15]1. (4) The reactants are [CH2:1]([O:3][C:4](=[O:12])[C:5]1[CH:10]=[CH:9][CH:8]=[N:7][C:6]=1Cl)[CH3:2].Cl.[CH2:14]([O:21][NH2:22])[C:15]1[CH:20]=[CH:19][CH:18]=[CH:17][CH:16]=1.C(N(CC)C(C)C)(C)C. The catalyst is O1CCOCC1. The product is [CH2:14]([O:21][NH:22][C:6]1[N:7]=[CH:8][CH:9]=[CH:10][C:5]=1[C:4]([O:3][CH2:1][CH3:2])=[O:12])[C:15]1[CH:20]=[CH:19][CH:18]=[CH:17][CH:16]=1. The yield is 0.530. (5) The reactants are [CH3:1][C:2]1[C:3]([OH:12])=[CH:4][C:5]2[C:10]([CH:11]=1)=[CH:9][CH:8]=[CH:7][CH:6]=2.[Br:13]Br. The catalyst is C(O)(=O)C. The product is [Br:13][C:4]1[C:5]2[C:10](=[CH:9][CH:8]=[CH:7][CH:6]=2)[CH:11]=[C:2]([CH3:1])[C:3]=1[OH:12]. The yield is 0.800.